From a dataset of Peptide-MHC class I binding affinity with 185,985 pairs from IEDB/IMGT. Regression. Given a peptide amino acid sequence and an MHC pseudo amino acid sequence, predict their binding affinity value. This is MHC class I binding data. (1) The peptide sequence is PYLKATKQI. The MHC is HLA-A24:02 with pseudo-sequence HLA-A24:02. The binding affinity (normalized) is 0.414. (2) The peptide sequence is NFWLNTLLF. The MHC is HLA-A26:02 with pseudo-sequence HLA-A26:02. The binding affinity (normalized) is 0.0847. (3) The MHC is HLA-A02:02 with pseudo-sequence HLA-A02:02. The binding affinity (normalized) is 0.834. The peptide sequence is VLKEGSEYRV. (4) The peptide sequence is LLALQQLEV. The MHC is HLA-A02:03 with pseudo-sequence HLA-A02:03. The binding affinity (normalized) is 0.791.